This data is from Reaction yield outcomes from USPTO patents with 853,638 reactions. The task is: Predict the reaction yield, written as a fraction of the theoretical maximum amount of product (1.0 means a 100% yield; for example, 0.34 means a 34% yield). (1) The reactants are [N:1]1[CH:6]=[CH:5][CH:4]=[CH:3][C:2]=1[N:7]1[CH2:12][CH2:11][N:10]([CH2:13][C:14]2[NH:18][C:17]3[CH:19]=[CH:20][CH:21]=[CH:22][C:16]=3[N:15]=2)[CH2:9][CH2:8]1.[N:23]1([C:28](Cl)=[O:29])[CH2:27][CH2:26][CH2:25][CH2:24]1.C(N(CC)CC)C. The catalyst is ClCCl. The product is [N:1]1[CH:6]=[CH:5][CH:4]=[CH:3][C:2]=1[N:7]1[CH2:8][CH2:9][N:10]([CH2:13][C:14]2[N:15]([C:28]([N:23]3[CH2:27][CH2:26][CH2:25][CH2:24]3)=[O:29])[C:16]3[CH:22]=[CH:21][CH:20]=[CH:19][C:17]=3[N:18]=2)[CH2:11][CH2:12]1. The yield is 0.400. (2) The reactants are [CH3:1][O:2][C:3]1[CH:4]=[C:5]2[C:10](=[CH:11][CH:12]=1)[N:9]=[CH:8][CH:7]=[C:6]2[C@@H:13]([OH:21])[CH2:14][N:15]1[CH2:20][CH2:19][NH:18][CH2:17][CH2:16]1.Cl.CN(C)CCCN=C=NCC.[CH:34]([CH2:42][C:43]([OH:45])=[O:44])=[CH:35][C:36]1[CH:41]=[CH:40][CH:39]=[CH:38][CH:37]=1.C(N(CC)CC)C.CN([CH:56]=[O:57])C. No catalyst specified. The product is [C:56]([OH:57])(=[O:2])[C:43]([OH:45])=[O:44].[C:56]([OH:57])(=[O:2])[C:43]([OH:45])=[O:44].[OH:21][C@H:13]([C:6]1[C:5]2[C:10](=[CH:11][CH:12]=[C:3]([O:2][CH3:1])[CH:4]=2)[N:9]=[CH:8][CH:7]=1)[CH2:14][N:15]1[CH2:20][CH2:19][N:18]([C:43](=[O:44])[CH2:42]/[CH:34]=[CH:35]/[C:36]2[CH:41]=[CH:40][CH:39]=[CH:38][CH:37]=2)[CH2:17][CH2:16]1. The yield is 0.140. (3) The product is [C:30]([O:1][C@@H:2]1[CH2:20][CH2:19][C@@:18]2([CH3:21])[C@H:4]([CH2:5][CH2:6][C@@H:7]3[C:17]2=[CH:16][CH2:15][C@@:14]2([CH3:22])[C@H:8]3[CH2:9][CH2:10]/[C:11]/2=[CH:12]/[CH3:13])[CH2:3]1)(=[O:32])[CH3:31]. The yield is 0.950. The catalyst is C(Cl)Cl.CN(C1C=CN=CC=1)C. The reactants are [OH:1][C@@H:2]1[CH2:20][CH2:19][C@@:18]2([CH3:21])[C@H:4]([CH2:5][CH2:6][C@@H:7]3[C:17]2=[CH:16][CH2:15][C@@:14]2([CH3:22])[C@H:8]3[CH2:9][CH2:10]/[C:11]/2=[CH:12]/[CH3:13])[CH2:3]1.C(N(CC)CC)C.[C:30](OC(=O)C)(=[O:32])[CH3:31]. (4) The reactants are [CH3:1][O:2][C:3]1[CH:8]=[CH:7][C:6]([CH2:9]Br)=[CH:5][CH:4]=1.[CH:11]1[C:16]([C:17]2[CH:18]=[CH:19][C:20]([F:24])=[CH:21][C:22]=2[F:23])=[CH:15][C:14]([C:25]([OH:27])=[O:26])=[C:13]([OH:28])[CH:12]=1.O. The catalyst is CCCC[N+](CCCC)(CCCC)CCCC.[F-]. The product is [F:23][C:22]1[CH:21]=[C:20]([F:24])[CH:19]=[CH:18][C:17]=1[C:16]1[CH:11]=[CH:12][C:13]([OH:28])=[C:14]([C:25]([O:27][CH2:9][C:6]2[CH:7]=[CH:8][C:3]([O:2][CH3:1])=[CH:4][CH:5]=2)=[O:26])[CH:15]=1. The yield is 0.830.